Dataset: Forward reaction prediction with 1.9M reactions from USPTO patents (1976-2016). Task: Predict the product of the given reaction. (1) Given the reactants [CH2:1]([O:5][C:6]([C:8]1[N:9]=[C:10](Cl)[C:11]2[C:16]([C:17]=1[OH:18])=[CH:15][CH:14]=[CH:13][CH:12]=2)=[O:7])[CH2:2][CH2:3][CH3:4].[CH3:20][O:21][C:22]1[CH:23]=[C:24]([OH:28])[CH:25]=[CH:26][CH:27]=1, predict the reaction product. The product is: [CH2:1]([O:5][C:6]([C:8]1[N:9]=[C:10]([O:28][C:24]2[CH:25]=[CH:26][CH:27]=[C:22]([O:21][CH3:20])[CH:23]=2)[C:11]2[C:16]([C:17]=1[OH:18])=[CH:15][CH:14]=[CH:13][CH:12]=2)=[O:7])[CH2:2][CH2:3][CH3:4]. (2) Given the reactants [NH2:1][C:2]1[S:3][C:4]2[CH:10]=[C:9]([S:11]C#N)[C:8]([F:14])=[CH:7][C:5]=2[N:6]=1.C(O)C.P([O-])(O)(O)=O.[K+], predict the reaction product. The product is: [NH2:1][C:2]1[S:3][C:4]2[CH:10]=[C:9]([SH:11])[C:8]([F:14])=[CH:7][C:5]=2[N:6]=1. (3) Given the reactants [C:1]([C:3]1[C:4]([C:17]([F:20])([F:19])[F:18])=[C:5]2[C:9](=[CH:10][CH:11]=1)[N:8]([CH2:12][C:13](=[NH:16])[NH:14][OH:15])[CH:7]=[CH:6]2)#[N:2].[Cl:21][C:22]1[C:23]([F:32])=[C:24]([C:28]([F:31])=[CH:29][CH:30]=1)[C:25](O)=O, predict the reaction product. The product is: [Cl:21][C:22]1[C:23]([F:32])=[C:24]([C:25]2[O:15][N:14]=[C:13]([CH2:12][N:8]3[C:9]4[C:5](=[C:4]([C:17]([F:19])([F:20])[F:18])[C:3]([C:1]#[N:2])=[CH:11][CH:10]=4)[CH:6]=[CH:7]3)[N:16]=2)[C:28]([F:31])=[CH:29][CH:30]=1.